Dataset: Buchwald-Hartwig C-N cross coupling reaction yields with 55,370 reactions. Task: Predict the reaction yield, written as a fraction of the theoretical maximum amount of product (1.0 means a 100% yield; for example, 0.34 means a 34% yield). (1) The reactants are COc1ccc(Br)cc1.Cc1ccc(N)cc1.O=S(=O)(O[Pd]1c2ccccc2-c2ccccc2N~1)C(F)(F)F.COc1ccc(OC)c(P(C(C)(C)C)C(C)(C)C)c1-c1c(C(C)C)cc(C(C)C)cc1C(C)C.CN1CCCN2CCCN=C12.Cc1ccno1. No catalyst specified. The product is COc1ccc(Nc2ccc(C)cc2)cc1. The yield is 0.355. (2) The reactants are FC(F)(F)c1ccc(Cl)cc1.Cc1ccc(N)cc1.O=S(=O)(O[Pd]1c2ccccc2-c2ccccc2N~1)C(F)(F)F.CC(C)c1cc(C(C)C)c(-c2ccccc2P(C2CCCCC2)C2CCCCC2)c(C(C)C)c1.CN(C)C(=NC(C)(C)C)N(C)C.c1ccc(CN(Cc2ccccc2)c2ccon2)cc1. No catalyst specified. The product is Cc1ccc(Nc2ccc(C(F)(F)F)cc2)cc1. The yield is 0.179. (3) No catalyst specified. The product is Cc1ccc(Nc2ccc(C(F)(F)F)cc2)cc1. The yield is 0.416. The reactants are FC(F)(F)c1ccc(Br)cc1.Cc1ccc(N)cc1.O=S(=O)(O[Pd]1c2ccccc2-c2ccccc2N~1)C(F)(F)F.COc1ccc(OC)c(P([C@]23C[C@H]4C[C@H](C[C@H](C4)C2)C3)[C@]23C[C@H]4C[C@H](C[C@H](C4)C2)C3)c1-c1c(C(C)C)cc(C(C)C)cc1C(C)C.CCN=P(N=P(N(C)C)(N(C)C)N(C)C)(N(C)C)N(C)C.c1ccc(-c2ccon2)cc1. (4) The reactants are COc1ccc(Br)cc1.Cc1ccc(N)cc1.O=S(=O)(O[Pd]1c2ccccc2-c2ccccc2N~1)C(F)(F)F.CC(C)c1cc(C(C)C)c(-c2ccccc2P(C(C)(C)C)C(C)(C)C)c(C(C)C)c1.CN1CCCN2CCCN=C12.c1ccc2oncc2c1. No catalyst specified. The product is COc1ccc(Nc2ccc(C)cc2)cc1. The yield is 0.313. (5) The reactants are Clc1ccccn1.Cc1ccc(N)cc1.O=S(=O)(O[Pd]1c2ccccc2-c2ccccc2N~1)C(F)(F)F.CC(C)c1cc(C(C)C)c(-c2ccccc2P(C(C)(C)C)C(C)(C)C)c(C(C)C)c1.CN(C)C(=NC(C)(C)C)N(C)C.Cc1ccno1. No catalyst specified. The product is Cc1ccc(Nc2ccccn2)cc1. The yield is 0.542. (6) The reactants are Clc1ccccn1.Cc1ccc(N)cc1.O=S(=O)(O[Pd]1c2ccccc2-c2ccccc2N~1)C(F)(F)F.CC(C)c1cc(C(C)C)c(-c2ccccc2P(C2CCCCC2)C2CCCCC2)c(C(C)C)c1.CN(C)C(=NC(C)(C)C)N(C)C.c1ccc(CN(Cc2ccccc2)c2ccon2)cc1. No catalyst specified. The product is Cc1ccc(Nc2ccccn2)cc1. The yield is 0.261. (7) The reactants are Ic1cccnc1.Cc1ccc(N)cc1.O=S(=O)(O[Pd]1c2ccccc2-c2ccccc2N~1)C(F)(F)F.CC(C)c1cc(C(C)C)c(-c2ccccc2P(C(C)(C)C)C(C)(C)C)c(C(C)C)c1.CN1CCCN2CCCN=C12.Fc1cccc(F)c1-c1ccno1. No catalyst specified. The product is Cc1ccc(Nc2cccnc2)cc1. The yield is 0.792. (8) The reactants are CCc1ccc(Br)cc1.Cc1ccc(N)cc1.O=S(=O)(O[Pd]1c2ccccc2-c2ccccc2N~1)C(F)(F)F.CC(C)c1cc(C(C)C)c(-c2ccccc2P(C2CCCCC2)C2CCCCC2)c(C(C)C)c1.CN(C)C(=NC(C)(C)C)N(C)C.c1ccc(-c2ccon2)cc1. No catalyst specified. The product is CCc1ccc(Nc2ccc(C)cc2)cc1. The yield is 0.377. (9) The reactants are COc1ccc(I)cc1.Cc1ccc(N)cc1.O=S(=O)(O[Pd]1c2ccccc2-c2ccccc2N~1)C(F)(F)F.CC(C)c1cc(C(C)C)c(-c2ccccc2P(C(C)(C)C)C(C)(C)C)c(C(C)C)c1.CN1CCCN2CCCN=C12.c1ccc(CN(Cc2ccccc2)c2ccno2)cc1. No catalyst specified. The product is COc1ccc(Nc2ccc(C)cc2)cc1. The yield is 0.445. (10) The reactants are COc1ccc(Cl)cc1.Cc1ccc(N)cc1.O=S(=O)(O[Pd]1c2ccccc2-c2ccccc2N~1)C(F)(F)F.COc1ccc(OC)c(P([C@]23C[C@H]4C[C@H](C[C@H](C4)C2)C3)[C@]23C[C@H]4C[C@H](C[C@H](C4)C2)C3)c1-c1c(C(C)C)cc(C(C)C)cc1C(C)C.CCN=P(N=P(N(C)C)(N(C)C)N(C)C)(N(C)C)N(C)C.c1ccc(-c2cnoc2)cc1. No catalyst specified. The product is COc1ccc(Nc2ccc(C)cc2)cc1. The yield is 0.0186.